From a dataset of CYP2C19 inhibition data for predicting drug metabolism from PubChem BioAssay. Regression/Classification. Given a drug SMILES string, predict its absorption, distribution, metabolism, or excretion properties. Task type varies by dataset: regression for continuous measurements (e.g., permeability, clearance, half-life) or binary classification for categorical outcomes (e.g., BBB penetration, CYP inhibition). Dataset: cyp2c19_veith. The drug is COc1cc2c(cc1O)C[C@@H]1c3c(cc(O)c(OC)c3-2)CCN1C. The result is 0 (non-inhibitor).